Dataset: Full USPTO retrosynthesis dataset with 1.9M reactions from patents (1976-2016). Task: Predict the reactants needed to synthesize the given product. (1) Given the product [CH2:1]([N:3]1[CH2:8][CH2:7][N:6]([C:9]2[CH:14]=[CH:13][C:12]([NH:15][C:16]3[N:17]=[CH:18][C:19]([CH2:22][CH2:23][C:24]4[CH:25]=[C:26]([CH:31]=[C:32]([O:34][CH3:35])[CH:33]=4)[C:27]([OH:29])=[O:28])=[CH:20][N:21]=3)=[CH:11][CH:10]=2)[CH2:5][CH2:4]1)[CH3:2], predict the reactants needed to synthesize it. The reactants are: [CH2:1]([N:3]1[CH2:8][CH2:7][N:6]([C:9]2[CH:14]=[CH:13][C:12]([NH:15][C:16]3[N:21]=[CH:20][C:19]([CH2:22][CH2:23][C:24]4[CH:25]=[C:26]([CH:31]=[C:32]([O:34][CH3:35])[CH:33]=4)[C:27]([O:29]C)=[O:28])=[CH:18][N:17]=3)=[CH:11][CH:10]=2)[CH2:5][CH2:4]1)[CH3:2].[Li+].[OH-]. (2) Given the product [F:36][C:37]1[CH:73]=[N:72][C:40]2[N:41]([C:65]3[CH:66]=[C:67]([C:79]4[CH:80]=[CH:81][C:76]([CH:74]=[O:75])=[CH:77][CH:78]=4)[CH:68]=[CH:69][CH:70]=3)[C:42](=[O:64])[N:43]([C@@H:46]3[CH2:51][CH2:50][C@H:49]([N:52]([CH2:53][C:54]4[N:55]=[C:56]5[CH:61]=[CH:60][C:59]([F:62])=[CH:58][N:57]5[CH:63]=4)[C:85](=[O:86])[O:87][C:88]([CH3:91])([CH3:90])[CH3:89])[CH2:48][CH2:47]3)[C:44](=[O:45])[C:39]=2[CH:38]=1, predict the reactants needed to synthesize it. The reactants are: C1(P(C2CCCCC2)C2C=CC=CC=2C2C(OC)=CC=CC=2OC)CCCCC1.C(=O)([O-])[O-].[K+].[K+].[F:36][C:37]1[CH:73]=[N:72][C:40]2[N:41]([C:65]3[CH:70]=[CH:69][CH:68]=[C:67](I)[CH:66]=3)[C:42](=[O:64])[N:43]([C@H:46]3[CH2:51][CH2:50][C@@H:49]([NH:52][CH2:53][C:54]4[N:55]=[C:56]5[CH:61]=[CH:60][C:59]([F:62])=[CH:58][N:57]5[CH:63]=4)[CH2:48][CH2:47]3)[C:44](=[O:45])[C:39]=2[CH:38]=1.[CH:74]([C:76]1[CH:81]=[CH:80][C:79](B(O)O)=[CH:78][CH:77]=1)=[O:75].[C:85](OC(OC(C)(C)C)=O)([O:87][C:88]([CH3:91])([CH3:90])[CH3:89])=[O:86]. (3) Given the product [C:16]([CH2:18][NH:24][C:6](=[O:7])[C:5]1[CH:9]=[CH:10][C:2]([F:1])=[CH:3][C:4]=1[OH:11])#[N:15], predict the reactants needed to synthesize it. The reactants are: [F:1][C:2]1[CH:3]=[C:4]([OH:11])[C:5](=[CH:9][CH:10]=1)[C:6](Cl)=[O:7].C([N:15](CC)[CH:16]([CH3:18])C)(C)C.Cl.C(#[N:24])C. (4) Given the product [O:9]=[CH:7][C@@H:6]([C@H:5]([C@@H:4]([C@@H:3]([CH2:2][OH:34])[OH:8])[OH:33])[OH:32])[OH:36], predict the reactants needed to synthesize it. The reactants are: C[C@@H:2]([OH:34])[C@H:3]1[O:8][C@H:7]([O:9][C@H]2[C@H](O)[C@@H](O[C@H]3OC[C@@](O)(C)[C@H](NC)[C@H]3O)[C@H](N)C[C@@H]2N)[C@H:6](N)[C@@H:5]([OH:32])[C@@H:4]1[OH:33].P([O-])([O-])([O-])=[O:36].[K+].[K+].[K+]. (5) Given the product [CH:25](=[N:2][CH:3]([CH2:8][CH2:9][CH2:10][CH3:11])[C:4]([O:6][CH3:7])=[O:5])[C:26]1[CH:31]=[CH:30][CH:29]=[CH:28][CH:27]=1, predict the reactants needed to synthesize it. The reactants are: Cl.[NH2:2][CH:3]([CH2:8][CH2:9][CH2:10][CH3:11])[C:4]([O:6][CH3:7])=[O:5].C(N(CC)CC)C.S([O-])([O-])(=O)=O.[Mg+2].[CH:25](=O)[C:26]1[CH:31]=[CH:30][CH:29]=[CH:28][CH:27]=1.